From a dataset of Reaction yield outcomes from USPTO patents with 853,638 reactions. Predict the reaction yield, written as a fraction of the theoretical maximum amount of product (1.0 means a 100% yield; for example, 0.34 means a 34% yield). (1) The reactants are [Cl:1][C:2]1[CH:7]=[CH:6][C:5]([N:8]2[C:16]([CH:17]([CH:21]3[CH2:26][CH2:25][CH2:24][CH2:23][CH2:22]3)[C:18]([OH:20])=O)=[C:15]3[C:10]([CH:11]=[CH:12][CH:13]=[CH:14]3)=[N:9]2)=[CH:4][CH:3]=1.[CH:27]1([NH2:33])[CH2:32][CH2:31][CH2:30][CH2:29][CH2:28]1.F[P-](F)(F)(F)(F)F.Br[P+](N1CCCC1)(N1CCCC1)N1CCCC1.C(N(CC)C(C)C)(C)C. The catalyst is C(Cl)Cl. The product is [Cl:1][C:2]1[CH:7]=[CH:6][C:5]([N:8]2[C:16]([CH:17]([CH:21]3[CH2:26][CH2:25][CH2:24][CH2:23][CH2:22]3)[C:18]([NH:33][CH:27]3[CH2:32][CH2:31][CH2:30][CH2:29][CH2:28]3)=[O:20])=[C:15]3[C:10]([CH:11]=[CH:12][CH:13]=[CH:14]3)=[N:9]2)=[CH:4][CH:3]=1. The yield is 0.460. (2) The reactants are [CH3:1][O:2][C:3]1[CH:4]=[C:5]2[C:10](=[CH:11][C:12]=1[O:13][CH3:14])[N:9]=[CH:8][CH:7]=[C:6]2[O:15][C:16]1[C:22]([CH3:23])=[CH:21][C:19]([NH2:20])=[C:18]([CH3:24])[CH:17]=1.C1(C)C=CC=CC=1.C(N(CC)CC)C.Cl[C:40](Cl)([O:42]C(=O)OC(Cl)(Cl)Cl)Cl.[Cl:51][C:52]1[CH:53]=[C:54]([CH:58]=[CH:59][CH:60]=1)[CH:55]([OH:57])[CH3:56]. The catalyst is C(Cl)Cl. The product is [CH3:1][O:2][C:3]1[CH:4]=[C:5]2[C:10](=[CH:11][C:12]=1[O:13][CH3:14])[N:9]=[CH:8][CH:7]=[C:6]2[O:15][C:16]1[C:22]([CH3:23])=[CH:21][C:19]([NH:20][C:40](=[O:42])[O:57][CH:55]([C:54]2[CH:58]=[CH:59][CH:60]=[C:52]([Cl:51])[CH:53]=2)[CH3:56])=[C:18]([CH3:24])[CH:17]=1. The yield is 0.560.